Task: Predict the reactants needed to synthesize the given product.. Dataset: Full USPTO retrosynthesis dataset with 1.9M reactions from patents (1976-2016) (1) Given the product [Br:1][C:2]1[CH:3]=[C:4]([CH2:20][C:21]([OH:23])=[O:22])[CH:5]=[CH:6][C:7]=1[NH:8][C:9]([C:11]1[C:19]2[C:14](=[CH:15][CH:16]=[CH:17][CH:18]=2)[NH:13][CH:12]=1)=[O:10], predict the reactants needed to synthesize it. The reactants are: [Br:1][C:2]1[CH:3]=[C:4]([CH2:20][C:21]([O:23]CC)=[O:22])[CH:5]=[CH:6][C:7]=1[NH:8][C:9]([C:11]1[C:19]2[C:14](=[CH:15][CH:16]=[CH:17][CH:18]=2)[NH:13][CH:12]=1)=[O:10].[OH-].[Na+]. (2) Given the product [N:9]1([C:6]([N:26]2[CH2:27][C@H:28]([S:30][C:31]([C:38]3[CH:43]=[CH:42][CH:41]=[CH:40][CH:39]=3)([C:32]3[CH:33]=[CH:34][CH:35]=[CH:36][CH:37]=3)[C:44]3[CH:45]=[CH:46][CH:47]=[CH:48][CH:49]=3)[CH2:29][C@H:25]2[CH2:24][O:23][CH2:22][C:21]2[CH:50]=[C:51]([F:55])[C:52]([F:54])=[CH:53][C:20]=2[F:19])=[O:7])[CH2:11][CH2:12][CH2:13][CH2:18]1, predict the reactants needed to synthesize it. The reactants are: ClC(O[C:6](Cl)=[O:7])(Cl)Cl.[N:9]1[C:18]2[C:13](=CC=CC=2)[CH:12]=[CH:11]C=1.[F:19][C:20]1[CH:53]=[C:52]([F:54])[C:51]([F:55])=[CH:50][C:21]=1[CH2:22][O:23][CH2:24][C@@H:25]1[CH2:29][C@@H:28]([S:30][C:31]([C:44]2[CH:49]=[CH:48][CH:47]=[CH:46][CH:45]=2)([C:38]2[CH:43]=[CH:42][CH:41]=[CH:40][CH:39]=2)[C:32]2[CH:37]=[CH:36][CH:35]=[CH:34][CH:33]=2)[CH2:27][NH:26]1.N1CCCC1. (3) Given the product [CH3:53][O:54][C:55]1[CH:56]=[CH:57][C:58]([C:61]2[CH:66]=[CH:65][CH:64]=[C:63]([NH:67][C:24]([C:19]3[C:20](=[O:23])[O:21][C:22]4[C:17]([CH:18]=3)=[CH:16][CH:15]=[CH:14][C:13]=4[O:12][C:11]([F:10])([F:28])[F:27])=[O:26])[CH:62]=2)=[CH:59][CH:60]=1, predict the reactants needed to synthesize it. The reactants are: CCN(C(C)C)C(C)C.[F:10][C:11]([F:28])([F:27])[O:12][C:13]1[CH:14]=[CH:15][CH:16]=[C:17]2[C:22]=1[O:21][C:20](=[O:23])[C:19]([C:24]([OH:26])=O)=[CH:18]2.CN(C(ON1N=NC2C=CC=NC1=2)=[N+](C)C)C.F[P-](F)(F)(F)(F)F.[CH3:53][O:54][C:55]1[CH:60]=[CH:59][C:58]([C:61]2[CH:66]=[CH:65][CH:64]=[C:63]([NH2:67])[CH:62]=2)=[CH:57][CH:56]=1. (4) Given the product [NH:1]1[C:9]2[C:4](=[CH:5][CH:6]=[CH:7][CH:8]=2)[CH:3]([CH2:10][CH2:11][OH:12])[CH2:2]1, predict the reactants needed to synthesize it. The reactants are: [NH:1]1[C:9]2[C:4](=[CH:5][CH:6]=[CH:7][CH:8]=2)[CH:3]([CH2:10][C:11](OC)=[O:12])[CH2:2]1.[H-].[Al+3].[Li+].[H-].[H-].[H-].